Dataset: Full USPTO retrosynthesis dataset with 1.9M reactions from patents (1976-2016). Task: Predict the reactants needed to synthesize the given product. (1) Given the product [F:1][C@@H:2]1[C@@H:6]([CH2:7][O:8][C:9](=[O:20])[CH2:10][CH2:11][C:12]([O:14][CH:15]([CH2:16][OH:17])[CH2:18][O:19][C:47](=[O:48])[C@H:43]([CH:44]([CH3:45])[CH3:46])[NH:42][C:32]([O:34][CH2:35][C:36]2[CH:41]=[CH:40][CH:39]=[CH:38][CH:37]=2)=[O:33])=[O:13])[O:5][C@@H:4]([N:21]2[C:31]3[N:30]=[C:28]([NH2:29])[NH:27][C:25](=[O:26])[C:24]=3[N:23]=[CH:22]2)[CH2:3]1, predict the reactants needed to synthesize it. The reactants are: [F:1][C@@H:2]1[C@@H:6]([CH2:7][O:8][C:9](=[O:20])[CH2:10][CH2:11][C:12]([O:14][CH:15]([CH2:18][OH:19])[CH2:16][OH:17])=[O:13])[O:5][C@@H:4]([N:21]2[C:31]3[N:30]=[C:28]([NH2:29])[NH:27][C:25](=[O:26])[C:24]=3[N:23]=[CH:22]2)[CH2:3]1.[C:32]([NH:42][C@H:43]([C:47](O)=[O:48])[CH:44]([CH3:46])[CH3:45])([O:34][CH2:35][C:36]1[CH:41]=[CH:40][CH:39]=[CH:38][CH:37]=1)=[O:33].C1C=CC2N(O)N=NC=2C=1.C1CCC(N=C=NC2CCCCC2)CC1. (2) Given the product [F:47][C:46]([F:48])([F:49])[C:44]1[CH:45]=[C:40]([CH:41]=[C:42]([C:50]([F:53])([F:51])[F:52])[CH:43]=1)[CH2:39][N:32]1[C:28]([C:26]([OH:25])=[O:27])=[C:29]([I:37])[C:30]2[S:35][C:34]([Br:36])=[CH:33][C:31]1=2, predict the reactants needed to synthesize it. The reactants are: BrC1SC2C(I)=C(C(O)=O)N(CCCC3C=CC=CC=3)C=2C=1.C([O:25][C:26]([C:28]1[NH:32][C:31]2[CH:33]=[C:34]([Br:36])[S:35][C:30]=2[C:29]=1[I:37])=[O:27])C.Br[CH2:39][C:40]1[CH:45]=[C:44]([C:46]([F:49])([F:48])[F:47])[CH:43]=[C:42]([C:50]([F:53])([F:52])[F:51])[CH:41]=1. (3) Given the product [CH3:1][CH:2]([NH:14][C:22]([C:21]1[C:17]([CH:16]([F:26])[F:15])=[N:18][N:19]([CH3:25])[CH:20]=1)=[O:23])[CH2:3][O:4][C:5]1[C:6]([Br:13])=[CH:7][C:8]([Br:12])=[CH:9][C:10]=1[Br:11], predict the reactants needed to synthesize it. The reactants are: [CH3:1][CH:2]([NH2:14])[CH2:3][O:4][C:5]1[C:10]([Br:11])=[CH:9][C:8]([Br:12])=[CH:7][C:6]=1[Br:13].[F:15][CH:16]([F:26])[C:17]1[C:21]([C:22](O)=[O:23])=[CH:20][N:19]([CH3:25])[N:18]=1.P(Cl)(Cl)(Cl)=O.